This data is from Catalyst prediction with 721,799 reactions and 888 catalyst types from USPTO. The task is: Predict which catalyst facilitates the given reaction. (1) Reactant: [F:1][C:2]1[CH:25]=[C:24]([N+:26]([O-:28])=[O:27])[CH:23]=[CH:22][C:3]=1[O:4][C:5]1[CH:10]=[CH:9][N:8]=[C:7]2[CH:11]=[C:12]([C:14]3[CH:21]=[CH:20][C:17]([CH:18]=O)=[CH:16][N:15]=3)[S:13][C:6]=12.[CH3:29][N:30]1[CH2:35][CH2:34][NH:33][CH2:32][CH2:31]1.[BH-](OC(C)=O)(OC(C)=O)OC(C)=O.[Na+]. Product: [F:1][C:2]1[CH:25]=[C:24]([N+:26]([O-:28])=[O:27])[CH:23]=[CH:22][C:3]=1[O:4][C:5]1[CH:10]=[CH:9][N:8]=[C:7]2[CH:11]=[C:12]([C:14]3[CH:21]=[CH:20][C:17]([CH2:18][N:33]4[CH2:34][CH2:35][N:30]([CH3:29])[CH2:31][CH2:32]4)=[CH:16][N:15]=3)[S:13][C:6]=12. The catalyst class is: 2. (2) Reactant: [C:1]([O:5][C:6](=[O:15])[NH:7][C@H:8]1[CH2:13][CH2:12][C@@H:11]([NH2:14])[CH2:10][CH2:9]1)([CH3:4])([CH3:3])[CH3:2].CCN(C(C)C)C(C)C.[F:25][C:26]1[CH:27]=[C:28]([CH:32]=[CH:33][C:34]=1[F:35])[C:29](Cl)=[O:30]. Product: [C:1]([O:5][C:6](=[O:15])[NH:7][C@H:8]1[CH2:9][CH2:10][C@@H:11]([NH:14][C:29](=[O:30])[C:28]2[CH:32]=[CH:33][C:34]([F:35])=[C:26]([F:25])[CH:27]=2)[CH2:12][CH2:13]1)([CH3:4])([CH3:2])[CH3:3]. The catalyst class is: 2. (3) Reactant: [F:1][C:2]1[CH:3]=[C:4]([CH2:10][NH:11][C:12]2[CH:17]=[CH:16][CH:15]=[C:14]([F:18])[N:13]=2)[CH:5]=[N:6][C:7]=1[O:8][CH3:9].[Br:19]N1C(=O)CCC1=O.C(=O)([O-])[O-].[K+].[K+]. Product: [Br:19][C:15]1[CH:16]=[CH:17][C:12]([NH:11][CH2:10][C:4]2[CH:5]=[N:6][C:7]([O:8][CH3:9])=[C:2]([F:1])[CH:3]=2)=[N:13][C:14]=1[F:18]. The catalyst class is: 10.